Task: Predict the reactants needed to synthesize the given product.. Dataset: Full USPTO retrosynthesis dataset with 1.9M reactions from patents (1976-2016) (1) Given the product [CH:44]([C:47]1[CH:48]=[CH:49][C:50]([NH:53][C:54]([CH:56]2[CH2:61][CH2:60][N:59]([C:5](=[O:7])[CH2:4][CH:1]3[CH2:2][CH2:3]3)[CH2:58][CH2:57]2)=[O:55])=[CH:51][CH:52]=1)([CH3:46])[CH3:45], predict the reactants needed to synthesize it. The reactants are: [CH:1]1([CH2:4][C:5]([OH:7])=O)[CH2:3][CH2:2]1.C(N(C(C)C)C(C)C)C.F[P-](F)(F)(F)(F)F.N1(O[P+](N(C)C)(N(C)C)N(C)C)C2C=CC=CC=2N=N1.[CH:44]([C:47]1[CH:52]=[CH:51][C:50]([NH:53][C:54]([CH:56]2[CH2:61][CH2:60][NH:59][CH2:58][CH2:57]2)=[O:55])=[CH:49][CH:48]=1)([CH3:46])[CH3:45]. (2) Given the product [O:33]1[CH2:34][CH2:35][N:30]([C:2]2[O:3][CH:4]=[C:5]([C:7]([N:9]3[CH2:14][CH2:13][N:12]([C:15]([O:17][C:18]([CH3:21])([CH3:20])[CH3:19])=[O:16])[CH2:11][CH:10]3[CH2:22][O:23][C:24]3[CH:25]=[N:26][CH:27]=[CH:28][CH:29]=3)=[O:8])[N:6]=2)[CH2:31][CH2:32]1, predict the reactants needed to synthesize it. The reactants are: Cl[C:2]1[O:3][CH:4]=[C:5]([C:7]([N:9]2[CH2:14][CH2:13][N:12]([C:15]([O:17][C:18]([CH3:21])([CH3:20])[CH3:19])=[O:16])[CH2:11][CH:10]2[CH2:22][O:23][C:24]2[CH:25]=[N:26][CH:27]=[CH:28][CH:29]=2)=[O:8])[N:6]=1.[NH:30]1[CH2:35][CH2:34][O:33][CH2:32][CH2:31]1.C(=O)([O-])[O-].[K+].[K+]. (3) Given the product [F:1][C:2]1[CH:3]=[CH:4][C:5]([C:8]2[N:9]=[C:10]([C:23]([NH:31][CH2:28][CH2:29][CH3:30])=[O:25])[S:11][C:12]=2[C:13]2[CH:18]=[CH:17][C:16](=[O:19])[N:15]([CH:20]([CH3:22])[CH3:21])[N:14]=2)=[CH:6][CH:7]=1, predict the reactants needed to synthesize it. The reactants are: [F:1][C:2]1[CH:7]=[CH:6][C:5]([C:8]2[N:9]=[C:10]([C:23]([O:25]CC)=O)[S:11][C:12]=2[C:13]2[CH:18]=[CH:17][C:16](=[O:19])[N:15]([CH:20]([CH3:22])[CH3:21])[N:14]=2)=[CH:4][CH:3]=1.[CH2:28]([NH2:31])[CH2:29][CH3:30]. (4) Given the product [CH2:20]([C:19]1[C:3]2[C:4](=[O:18])[N:5]([C:12]3[CH:17]=[CH:16][CH:15]=[CH:14][CH:13]=3)[C:6]3[CH:7]=[N:8][CH:9]=[CH:10][C:11]=3[C:2]=2[NH:30][N:29]=1)[C:21]1[CH:26]=[CH:25][CH:24]=[CH:23][CH:22]=1, predict the reactants needed to synthesize it. The reactants are: O[C:2]1[C:11]2[C:6](=[CH:7][N:8]=[CH:9][CH:10]=2)[N:5]([C:12]2[CH:17]=[CH:16][CH:15]=[CH:14][CH:13]=2)[C:4](=[O:18])[C:3]=1[C:19](=O)[CH2:20][C:21]1[CH:26]=[CH:25][CH:24]=[CH:23][CH:22]=1.O.[NH2:29][NH2:30].C(=O)([O-])O.[Na+]. (5) Given the product [NH2:39][C:40](=[O:78])[C:41]([CH3:76])([CH3:77])[CH2:42][NH:43][C:44]([C:46]1[S:47][C:48]([C:58]2[CH:63]=[CH:62][C:61]([C:64]([OH:73])([C:65]([F:67])([F:66])[F:68])[C:69]([F:72])([F:70])[F:71])=[C:60]([Cl:74])[C:59]=2[Cl:75])=[C:49]([C:51]([OH:53])=[O:52])[N:50]=1)=[O:45], predict the reactants needed to synthesize it. The reactants are: ClC1C(Cl)=C(C(O)(C(F)(F)F)C(F)(F)F)C=CC=1C1SC(C(N2CCSCC2)=O)=NC=1C(OC(C)(C)C)=O.[NH2:39][C:40](=[O:78])[C:41]([CH3:77])([CH3:76])[CH2:42][NH:43][C:44]([C:46]1[S:47][C:48]([C:58]2[CH:63]=[CH:62][C:61]([C:64]([OH:73])([C:69]([F:72])([F:71])[F:70])[C:65]([F:68])([F:67])[F:66])=[C:60]([Cl:74])[C:59]=2[Cl:75])=[C:49]([C:51]([O:53]C(C)(C)C)=[O:52])[N:50]=1)=[O:45].